This data is from Reaction yield outcomes from USPTO patents with 853,638 reactions. The task is: Predict the reaction yield, written as a fraction of the theoretical maximum amount of product (1.0 means a 100% yield; for example, 0.34 means a 34% yield). (1) The reactants are [NH3:1].[Cl:2][C:3]1[CH:12]=[CH:11][C:10]([C:13]2[N:18]=[CH:17][CH:16]=[CH:15][N:14]=2)=[CH:9][C:4]=1[C:5](OC)=[O:6]. The catalyst is CO. The product is [Cl:2][C:3]1[CH:12]=[CH:11][C:10]([C:13]2[N:18]=[CH:17][CH:16]=[CH:15][N:14]=2)=[CH:9][C:4]=1[C:5]([NH2:1])=[O:6]. The yield is 0.540. (2) The reactants are [N+:1]([C:4]1[CH:5]=[C:6]([C@@H:10]([NH2:12])[CH3:11])[CH:7]=[CH:8][CH:9]=1)([O-])=O. The catalyst is [Pd].CO. The product is [NH2:12][C@H:10]([C:6]1[CH:5]=[C:4]([CH:9]=[CH:8][CH:7]=1)[NH2:1])[CH3:11]. The yield is 1.00. (3) The reactants are [Br:1][C:2]1[CH:3]=[C:4]([CH:8]([CH2:13][CH2:14][N+:15]([O-])=O)[C:9]([O:11][CH3:12])=[O:10])[CH:5]=[CH:6][CH:7]=1.[BH4-].[Na+]. The catalyst is CO. The product is [NH2:15][CH2:14][CH2:13][CH:8]([C:4]1[CH:5]=[CH:6][CH:7]=[C:2]([Br:1])[CH:3]=1)[C:9]([O:11][CH3:12])=[O:10]. The yield is 0.820. (4) The reactants are [CH3:1][O:2][C:3]1[CH:8]=[CH:7][C:6]([C:9]2[C:14]([C:15]3[CH:20]=[CH:19][C:18]([O:21][CH3:22])=[CH:17][CH:16]=3)=[N:13][N:12]([CH2:23][CH2:24]O)[C:11](=[O:26])[CH:10]=2)=[CH:5][CH:4]=1.C1(C)C=CC(S(Cl)(=O)=O)=CC=1.[NH:38]1[CH2:43][CH2:42][O:41][CH2:40][CH2:39]1. No catalyst specified. The product is [CH3:1][O:2][C:3]1[CH:8]=[CH:7][C:6]([C:9]2[C:14]([C:15]3[CH:16]=[CH:17][C:18]([O:21][CH3:22])=[CH:19][CH:20]=3)=[N:13][N:12]([CH2:23][CH2:24][N:38]3[CH2:43][CH2:42][O:41][CH2:40][CH2:39]3)[C:11](=[O:26])[CH:10]=2)=[CH:5][CH:4]=1. The yield is 0.426. (5) The reactants are [F:1][C:2]1[CH:7]=[CH:6][CH:5]=[CH:4][C:3]=1[C:8]1[NH:12][CH:11]=[C:10]([CH:13]=[O:14])[CH:9]=1.[H-].[Na+].C1OCCOCCOCCOCCOC1.Cl.[N:33]1[CH:38]=[CH:37][CH:36]=[C:35]([S:39](Cl)(=[O:41])=[O:40])[CH:34]=1. The catalyst is O1CCCC1.[Cl-].[Na+].O. The product is [F:1][C:2]1[CH:7]=[CH:6][CH:5]=[CH:4][C:3]=1[C:8]1[N:12]([S:39]([C:35]2[CH:34]=[N:33][CH:38]=[CH:37][CH:36]=2)(=[O:41])=[O:40])[CH:11]=[C:10]([CH:13]=[O:14])[CH:9]=1. The yield is 0.820. (6) The reactants are [Cl:1][C:2]1[CH:3]=[C:4]([NH:9][C:10]([C:12]2[C:13]([CH2:17][CH2:18][C:19]([O:21][CH2:22][CH3:23])=[O:20])=[N:14][O:15][N:16]=2)=O)[CH:5]=[CH:6][C:7]=1[F:8].P(Cl)(Cl)(Cl)(Cl)Cl.[NH2:30][OH:31]. The catalyst is C1C=CC=CC=1.CO. The product is [Cl:1][C:2]1[CH:3]=[C:4]([NH:9][C:10]([C:12]2[C:13]([CH2:17][CH2:18][C:19]([O:21][CH2:22][CH3:23])=[O:20])=[N:14][O:15][N:16]=2)=[N:30][OH:31])[CH:5]=[CH:6][C:7]=1[F:8]. The yield is 0.300. (7) The reactants are [CH2:1]([O:3][C:4]([N:6]1[CH2:11][CH2:10][CH:9]([C:12]2[C:20]3[C:15](=[CH:16][CH:17]=[C:18]([O:21][CH3:22])[CH:19]=3)[NH:14][CH:13]=2)[CH2:8][CH2:7]1)=[O:5])[CH3:2].[Cl:23][C:24]1[S:25][C:26]([CH2:29]Cl)=[CH:27][CH:28]=1. No catalyst specified. The product is [CH2:1]([O:3][C:4]([N:6]1[CH2:11][CH2:10][CH:9]([C:12]2[C:20]3[C:15](=[CH:16][CH:17]=[C:18]([O:21][CH3:22])[CH:19]=3)[N:14]([CH2:29][C:26]3[S:25][C:24]([Cl:23])=[CH:28][CH:27]=3)[CH:13]=2)[CH2:8][CH2:7]1)=[O:5])[CH3:2]. The yield is 0.440.